The task is: Predict the product of the given reaction.. This data is from Forward reaction prediction with 1.9M reactions from USPTO patents (1976-2016). (1) Given the reactants [N:1]1[CH:6]=[CH:5][CH:4]=[CH:3][C:2]=1[CH2:7][C:8]([N:10]1[C:18]2[C:13](=[CH:14][C:15]([NH2:19])=[CH:16][CH:17]=2)[CH2:12][CH2:11]1)=[O:9].[F:20][C:21]1[CH:26]=[CH:25][C:24]([C:27]2[CH2:32][CH2:31][CH2:30][CH2:29][C:28]=2[C:33](O)=[O:34])=[CH:23][CH:22]=1.O.ON1C2C=CC=CC=2N=N1.CN(C)CCCN=C=NCC, predict the reaction product. The product is: [F:20][C:21]1[CH:22]=[CH:23][C:24]([C:27]2[CH2:32][CH2:31][CH2:30][CH2:29][C:28]=2[C:33]([NH:19][C:15]2[CH:14]=[C:13]3[C:18](=[CH:17][CH:16]=2)[N:10]([C:8](=[O:9])[CH2:7][C:2]2[CH:3]=[CH:4][CH:5]=[CH:6][N:1]=2)[CH2:11][CH2:12]3)=[O:34])=[CH:25][CH:26]=1. (2) Given the reactants Cl[C:2]1[CH:7]=[C:6]([C:8]2[CH:13]=[C:12]([Cl:14])[CH:11]=[CH:10][C:9]=2[CH2:15][CH3:16])[N:5]=[C:4]([NH2:17])[N:3]=1.[N+:18]([C:21]1[CH:27]=[CH:26][C:24]([NH2:25])=[CH:23][CH:22]=1)([O-:20])=[O:19], predict the reaction product. The product is: [Cl:14][C:12]1[CH:11]=[CH:10][C:9]([CH2:15][CH3:16])=[C:8]([C:6]2[N:5]=[C:4]([NH2:17])[N:3]=[C:2]([NH:25][C:24]3[CH:26]=[CH:27][C:21]([N+:18]([O-:20])=[O:19])=[CH:22][CH:23]=3)[CH:7]=2)[CH:13]=1. (3) Given the reactants C1(P(N=[N+]=[N-])(C2C=CC=CC=2)=[O:8])C=CC=CC=1.[O:18]1[C:22]2[CH:23]=[CH:24][C:25]([C:27]3[N:28]=[C:29]([C:39]45[CH2:46][CH2:45][C:42](C(O)=O)([CH2:43][CH2:44]4)[CH2:41][CH2:40]5)[NH:30][C:31]=3[C:32]3[CH:37]=[CH:36][CH:35]=[C:34]([CH3:38])[N:33]=3)=[CH:26][C:21]=2[O:20][CH2:19]1.C([N:53]([CH:56](C)C)CC)(C)C.[CH2:59]([OH:66])[C:60]1[CH:65]=[CH:64][CH:63]=[CH:62][CH:61]=1, predict the reaction product. The product is: [CH2:59]([O:66][C:56](=[O:8])[NH:53][C:42]12[CH2:43][CH2:44][C:39]([C:29]3[NH:30][C:31]([C:32]4[CH:37]=[CH:36][CH:35]=[C:34]([CH3:38])[N:33]=4)=[C:27]([C:25]4[CH:24]=[CH:23][C:22]5[O:18][CH2:19][O:20][C:21]=5[CH:26]=4)[N:28]=3)([CH2:46][CH2:45]1)[CH2:40][CH2:41]2)[C:60]1[CH:65]=[CH:64][CH:63]=[CH:62][CH:61]=1.